The task is: Predict the reaction yield, written as a fraction of the theoretical maximum amount of product (1.0 means a 100% yield; for example, 0.34 means a 34% yield).. This data is from Reaction yield outcomes from USPTO patents with 853,638 reactions. (1) The catalyst is CN1C(=O)CCC1.CO. The yield is 0.336. The product is [NH2:35][C:26]1[CH:30]=[CH:31][C:23]([NH:22][C:19]2[N:20]=[CH:21][N:17]([C:15]3[CH:14]=[CH:13][N:12]=[C:11]([N:7]4[CH2:6][CH:5]([CH3:32])[N:4]([C:1](=[O:3])[CH3:2])[CH:9]([CH3:10])[CH2:8]4)[CH:16]=3)[N:18]=2)=[CH:24][CH:25]=1. The reactants are [C:1]([N:4]1[CH:9]([CH3:10])[CH2:8][N:7]([C:11]2[CH:16]=[C:15]([N:17]3[CH:21]=[N:20][C:19]([NH:22][C:23]4[CH:31]=[CH:30][C:26](C(O)=O)=[CH:25][CH:24]=4)=[N:18]3)[CH:14]=[CH:13][N:12]=2)[CH2:6][CH:5]1[CH3:32])(=[O:3])[CH3:2].CC[N:35](C(C)C)C(C)C.C1C=CC(P(N=[N+]=[N-])(C2C=CC=CC=2)=O)=CC=1.C(O)(C(F)(F)F)=O.Cl. (2) The reactants are [C:1]([O:9][CH2:10][CH3:11])(=[O:8])[C:2]1[CH:7]=[CH:6][N:5]=[CH:4][CH:3]=1.S(=O)(=O)(O)O.OO.C(=O)=O.[CH:22]([NH2:24])=[O:23]. No catalyst specified. The product is [NH2:24][C:22]([C:4]1[CH:3]=[C:2]([CH:7]=[CH:6][N:5]=1)[C:1]([O:9][CH2:10][CH3:11])=[O:8])=[O:23]. The yield is 0.440. (3) The reactants are N#N.[CH2:3]([N:10]1[CH2:14][CH2:13][C@H:12]([C@@H:15]([OH:20])[CH2:16][CH:17]([CH3:19])[CH3:18])[CH2:11]1)[C:4]1[CH:9]=[CH:8][CH:7]=[CH:6][CH:5]=1.[H-].[Na+].[Cl:23][C:24]1[N:29]=[C:28]([CH3:30])[C:27](F)=[CH:26][CH:25]=1. The catalyst is CC(N(C)C)=O. The product is [CH2:3]([N:10]1[CH2:14][CH2:13][C@H:12]([C@@H:15]([O:20][C:27]2[C:28]([CH3:30])=[N:29][C:24]([Cl:23])=[CH:25][CH:26]=2)[CH2:16][CH:17]([CH3:18])[CH3:19])[CH2:11]1)[C:4]1[CH:9]=[CH:8][CH:7]=[CH:6][CH:5]=1. The yield is 0.670.